Predict the product of the given reaction. From a dataset of Forward reaction prediction with 1.9M reactions from USPTO patents (1976-2016). Given the reactants [Cl:1][C:2]1[N:6]([CH:7]2[CH2:12][CH2:11][CH2:10][CH2:9][CH2:8]2)[C:5]([C:13]2[CH:18]=[CH:17][CH:16]=[CH:15][CH:14]=2)=[N:4][C:3]=1[CH:19]=[O:20].C[Mg+].[Br-].[CH3:24][N+]1([O-])CCOCC1, predict the reaction product. The product is: [Cl:1][C:2]1[N:6]([CH:7]2[CH2:8][CH2:9][CH2:10][CH2:11][CH2:12]2)[C:5]([C:13]2[CH:18]=[CH:17][CH:16]=[CH:15][CH:14]=2)=[N:4][C:3]=1[C:19](=[O:20])[CH3:24].